Dataset: NCI-60 drug combinations with 297,098 pairs across 59 cell lines. Task: Regression. Given two drug SMILES strings and cell line genomic features, predict the synergy score measuring deviation from expected non-interaction effect. (1) Drug 1: CC(CN1CC(=O)NC(=O)C1)N2CC(=O)NC(=O)C2. Drug 2: CC1CCC2CC(C(=CC=CC=CC(CC(C(=O)C(C(C(=CC(C(=O)CC(OC(=O)C3CCCCN3C(=O)C(=O)C1(O2)O)C(C)CC4CCC(C(C4)OC)O)C)C)O)OC)C)C)C)OC. Cell line: SF-268. Synergy scores: CSS=29.3, Synergy_ZIP=2.10, Synergy_Bliss=2.61, Synergy_Loewe=3.38, Synergy_HSA=6.52. (2) Drug 1: CN1C(=O)N2C=NC(=C2N=N1)C(=O)N. Drug 2: CCC1=C2CN3C(=CC4=C(C3=O)COC(=O)C4(CC)O)C2=NC5=C1C=C(C=C5)O. Cell line: COLO 205. Synergy scores: CSS=39.1, Synergy_ZIP=0.131, Synergy_Bliss=-1.36, Synergy_Loewe=-68.4, Synergy_HSA=-1.62. (3) Drug 1: C1=CC=C(C(=C1)C(C2=CC=C(C=C2)Cl)C(Cl)Cl)Cl. Drug 2: CCC1(C2=C(COC1=O)C(=O)N3CC4=CC5=C(C=CC(=C5CN(C)C)O)N=C4C3=C2)O.Cl. Cell line: NCI/ADR-RES. Synergy scores: CSS=5.74, Synergy_ZIP=2.67, Synergy_Bliss=7.72, Synergy_Loewe=-16.1, Synergy_HSA=1.08.